This data is from NCI-60 drug combinations with 297,098 pairs across 59 cell lines. The task is: Regression. Given two drug SMILES strings and cell line genomic features, predict the synergy score measuring deviation from expected non-interaction effect. (1) Synergy scores: CSS=52.4, Synergy_ZIP=3.83, Synergy_Bliss=2.57, Synergy_Loewe=-13.4, Synergy_HSA=4.53. Drug 2: C1=CC=C(C=C1)NC(=O)CCCCCCC(=O)NO. Drug 1: CC1=C2C(C(=O)C3(C(CC4C(C3C(C(C2(C)C)(CC1OC(=O)C(C(C5=CC=CC=C5)NC(=O)OC(C)(C)C)O)O)OC(=O)C6=CC=CC=C6)(CO4)OC(=O)C)OC)C)OC. Cell line: 786-0. (2) Drug 1: C1=NNC2=C1C(=O)NC=N2. Drug 2: CCN(CC)CCCC(C)NC1=C2C=C(C=CC2=NC3=C1C=CC(=C3)Cl)OC. Cell line: OVCAR-4. Synergy scores: CSS=5.94, Synergy_ZIP=-1.68, Synergy_Bliss=-3.43, Synergy_Loewe=-15.0, Synergy_HSA=-8.51. (3) Drug 1: C1C(C(OC1N2C=C(C(=O)NC2=O)F)CO)O. Drug 2: CS(=O)(=O)OCCCCOS(=O)(=O)C. Cell line: NCI-H226. Synergy scores: CSS=9.13, Synergy_ZIP=-2.22, Synergy_Bliss=2.57, Synergy_Loewe=-21.2, Synergy_HSA=-0.0926. (4) Drug 1: CC(CN1CC(=O)NC(=O)C1)N2CC(=O)NC(=O)C2. Drug 2: CC12CCC3C(C1CCC2O)C(CC4=C3C=CC(=C4)O)CCCCCCCCCS(=O)CCCC(C(F)(F)F)(F)F. Cell line: M14. Synergy scores: CSS=5.52, Synergy_ZIP=-2.31, Synergy_Bliss=-1.58, Synergy_Loewe=-5.10, Synergy_HSA=-4.14. (5) Drug 1: CCCCCOC(=O)NC1=NC(=O)N(C=C1F)C2C(C(C(O2)C)O)O. Drug 2: C1=CN(C=N1)CC(O)(P(=O)(O)O)P(=O)(O)O. Cell line: NCI-H522. Synergy scores: CSS=1.26, Synergy_ZIP=-0.417, Synergy_Bliss=0.165, Synergy_Loewe=0.211, Synergy_HSA=0.504. (6) Drug 1: C1C(C(OC1N2C=NC3=C(N=C(N=C32)Cl)N)CO)O. Drug 2: CC1=C(C(=O)C2=C(C1=O)N3CC4C(C3(C2COC(=O)N)OC)N4)N. Cell line: SF-268. Synergy scores: CSS=31.1, Synergy_ZIP=-2.16, Synergy_Bliss=3.05, Synergy_Loewe=-16.8, Synergy_HSA=2.52. (7) Drug 1: CCC1(CC2CC(C3=C(CCN(C2)C1)C4=CC=CC=C4N3)(C5=C(C=C6C(=C5)C78CCN9C7C(C=CC9)(C(C(C8N6C)(C(=O)OC)O)OC(=O)C)CC)OC)C(=O)OC)O.OS(=O)(=O)O. Drug 2: C1CNP(=O)(OC1)N(CCCl)CCCl. Cell line: KM12. Synergy scores: CSS=-0.316, Synergy_ZIP=-1.15, Synergy_Bliss=-1.59, Synergy_Loewe=2.49, Synergy_HSA=-2.02.